From a dataset of Full USPTO retrosynthesis dataset with 1.9M reactions from patents (1976-2016). Predict the reactants needed to synthesize the given product. (1) Given the product [N:1]1([C:6]2[CH:11]=[CH:10][C:9]([N:12]3[CH2:16][C@H:15]([CH2:17][N:18]4[CH:24]=[CH:23][N:20]=[N:19]4)[O:14][C:13]3=[O:21])=[CH:8][C:7]=2[F:22])[CH:5]=[CH:4][N:3]=[CH:2]1, predict the reactants needed to synthesize it. The reactants are: [N:1]1([C:6]2[CH:11]=[CH:10][C:9]([N:12]3[CH2:16][C@H:15]([CH2:17][N:18]=[N+:19]=[N-:20])[O:14][C:13]3=[O:21])=[CH:8][C:7]=2[F:22])[CH:5]=[CH:4][N:3]=[CH:2]1.[C:23]12CC(CC1)=C[CH:24]=2. (2) Given the product [C:1]([C:5]1[S:9][C:8]([NH:10][C:11]2[N:24]=[C:23]([C:25]3[CH:30]=[CH:29][N:28]=[C:27]([C:31]([N:33]([CH2:34][CH3:35])[CH2:36][CH3:37])=[O:32])[CH:26]=3)[CH:22]=[CH:21][N:20]=2)=[CH:7][CH:6]=1)([CH3:2])([CH3:3])[CH3:4], predict the reactants needed to synthesize it. The reactants are: [C:1]([C:5]1[S:9][C:8]([NH:10][C:11](=O)OC(C)(C)C)=[CH:7][CH:6]=1)([CH3:4])([CH3:3])[CH3:2].ClC1[N:24]=[C:23]([C:25]2[CH:30]=[CH:29][N:28]=[C:27]([C:31]([N:33]([CH2:36][CH3:37])[CH2:34][CH3:35])=[O:32])[CH:26]=2)[CH:22]=[CH:21][N:20]=1.O.C1(C)C=CC(S(O)(=O)=O)=CC=1.O. (3) The reactants are: [OH-].[Na+].Cl.[NH:4]1[CH2:9][CH2:8][CH:7]([C:10]2[CH:14]=[C:13]([NH:15][C:16]3[N:17]=[CH:18][C:19]4[S:24][C:23]([C:25]([NH2:27])=[O:26])=[C:22]([C:28]5[CH:33]=[CH:32][CH:31]=[CH:30][C:29]=5[O:34][C:35]([F:38])([F:37])[F:36])[C:20]=4[N:21]=3)[N:12]([CH:39]([CH3:41])[CH3:40])[N:11]=2)[CH2:6][CH2:5]1. Given the product [NH:4]1[CH2:5][CH2:6][CH:7]([C:10]2[CH:14]=[C:13]([NH:15][C:16]3[N:17]=[CH:18][C:19]4[S:24][C:23]([C:25]([NH2:27])=[O:26])=[C:22]([C:28]5[CH:33]=[CH:32][CH:31]=[CH:30][C:29]=5[O:34][C:35]([F:36])([F:37])[F:38])[C:20]=4[N:21]=3)[N:12]([CH:39]([CH3:41])[CH3:40])[N:11]=2)[CH2:8][CH2:9]1, predict the reactants needed to synthesize it. (4) Given the product [NH2:1][C:2]1[C:11]2[C:6](=[C:7]([C:23]3[CH:24]=[N:25][C:20]([CH3:19])=[CH:21][CH:22]=3)[CH:8]=[CH:9][CH:10]=2)[N:5]=[N:4][C:3]=1[C:13]([NH:15][CH:16]1[CH2:18][CH2:17]1)=[O:14], predict the reactants needed to synthesize it. The reactants are: [NH2:1][C:2]1[C:11]2[C:6](=[C:7](Br)[CH:8]=[CH:9][CH:10]=2)[N:5]=[N:4][C:3]=1[C:13]([NH:15][CH:16]1[CH2:18][CH2:17]1)=[O:14].[CH3:19][C:20]1[N:25]=[CH:24][C:23](B(O)O)=[CH:22][CH:21]=1.